Dataset: Catalyst prediction with 721,799 reactions and 888 catalyst types from USPTO. Task: Predict which catalyst facilitates the given reaction. (1) Reactant: [C:1]([N:5]([CH3:29])[C:6]([C:8]1[C:9]2[CH2:25][O:24][C:23]3[CH:22]=[C:21]([O:26][CH3:27])[C:20](Br)=[CH:19][C:18]=3[C:10]=2[N:11]([C:13]2[CH:17]=[CH:16][S:15][CH:14]=2)[N:12]=1)=[O:7])([CH3:4])([CH3:3])[CH3:2].N1C=CC=CC=1.[CH3:36][C:37]([CH3:53])=[CH:38]B1OB([CH:38]=[C:37]([CH3:53])[CH3:36])OB([CH:38]=[C:37]([CH3:53])[CH3:36])O1.ClCCl.O1CCOCC1.C(=O)([O-])[O-].[Cs+].[Cs+]. Product: [C:1]([N:5]([CH3:29])[C:6]([C:8]1[C:9]2[CH2:25][O:24][C:23]3[CH:22]=[C:21]([O:26][CH3:27])[C:20]([CH:36]=[C:37]([CH3:53])[CH3:38])=[CH:19][C:18]=3[C:10]=2[N:11]([C:13]2[CH:17]=[CH:16][S:15][CH:14]=2)[N:12]=1)=[O:7])([CH3:4])([CH3:3])[CH3:2]. The catalyst class is: 140. (2) Reactant: [CH:1]1([NH:4][C:5](=[N:15][OH:16])[C:6]2[CH:11]=[CH:10][C:9]([CH3:12])=[C:8]([I:13])[C:7]=2F)[CH2:3][CH2:2]1. The catalyst class is: 1. Product: [CH:1]1([NH:4][C:5]2[C:6]3[CH:11]=[CH:10][C:9]([CH3:12])=[C:8]([I:13])[C:7]=3[O:16][N:15]=2)[CH2:3][CH2:2]1.